From a dataset of Full USPTO retrosynthesis dataset with 1.9M reactions from patents (1976-2016). Predict the reactants needed to synthesize the given product. (1) Given the product [F:1][C:2]([F:7])([F:6])[C:3]([OH:5])=[O:4].[C:47]([N:43]1[CH2:44][CH2:45][CH:40]([C:38]([NH:37][C:29]2[CH:30]=[CH:31][C:32]3[NH:33][C:34]4[N:35]=[C:19]([NH:20][C:21]5[CH:22]=[CH:23][CH:24]=[C:25]([CH:46]=5)[CH2:26][CH2:27][C:28]=2[CH:36]=3)[N:18]=[CH:17][C:16]=4[Cl:15])=[O:39])[CH2:41][CH2:42]1)(=[O:54])[C:48]1[CH:53]=[CH:52][CH:51]=[CH:50][CH:49]=1, predict the reactants needed to synthesize it. The reactants are: [F:1][C:2]([F:7])([F:6])[C:3]([OH:5])=[O:4].FC(F)(F)C(O)=O.[Cl:15][C:16]1[CH:17]=[N:18][C:19]2[NH:20][C:21]3[CH:22]=[CH:23][CH:24]=[C:25]([CH:46]=3)[CH2:26][CH2:27][C:28]3[CH:36]=[C:32]([NH:33][C:34]=1[N:35]=2)[CH:31]=[CH:30][C:29]=3[NH:37][C:38]([CH:40]1[CH2:45][CH2:44][NH:43][CH2:42][CH2:41]1)=[O:39].[C:47](Cl)(=[O:54])[C:48]1[CH:53]=[CH:52][CH:51]=[CH:50][CH:49]=1. (2) The reactants are: [NH2:1][C:2]1[CH:10]=[CH:9][C:8]([CH3:11])=[C:7]2[C:3]=1[CH:4]=[C:5]([CH3:29])[N:6]2[CH2:12][C:13]1[CH:14]=[CH:15][C:16]([OH:28])=[C:17]([C:19]([C:21]2[CH:26]=[CH:25][C:24]([F:27])=[CH:23][CH:22]=2)=[O:20])[CH:18]=1.[C:30](OCC)(=[O:36])[C:31]([O:33][CH2:34][CH3:35])=[O:32]. Given the product [F:27][C:24]1[CH:23]=[CH:22][C:21]([C:19]([C:17]2[CH:18]=[C:13]([CH:14]=[CH:15][C:16]=2[OH:28])[CH2:12][N:6]2[C:7]3[C:3](=[C:2]([NH:1][C:30](=[O:36])[C:31]([O:33][CH2:34][CH3:35])=[O:32])[CH:10]=[CH:9][C:8]=3[CH3:11])[CH:4]=[C:5]2[CH3:29])=[O:20])=[CH:26][CH:25]=1, predict the reactants needed to synthesize it.